Dataset: Catalyst prediction with 721,799 reactions and 888 catalyst types from USPTO. Task: Predict which catalyst facilitates the given reaction. (1) The catalyst class is: 42. Product: [Br:1][C:2]1[C:3]([CH3:12])=[CH:4][C:5]([NH:40][CH:37]2[CH2:36][CH2:35][N:34]([C@H:31]3[CH2:32][CH2:33][C@H:28]([O:27][CH2:24][CH2:25][CH3:26])[CH2:29][CH2:30]3)[CH2:39][CH2:38]2)=[C:6]([N+:8]([O-:10])=[O:9])[CH:7]=1. Reactant: [Br:1][C:2]1[CH:7]=[C:6]([N+:8]([O-:10])=[O:9])[C:5](F)=[CH:4][C:3]=1[CH3:12].C(N(C(C)C)CC)(C)C.Cl.Cl.[CH2:24]([O:27][C@H:28]1[CH2:33][CH2:32][C@H:31]([N:34]2[CH2:39][CH2:38][CH:37]([NH2:40])[CH2:36][CH2:35]2)[CH2:30][CH2:29]1)[CH2:25][CH3:26]. (2) Reactant: Cl.[F:2][C:3]1[C:4]([C:10]([OH:12])=O)=[N:5][CH:6]=[C:7]([Br:9])[CH:8]=1.CC[N:15]([CH2:18]C)CC.CN([C:23]([O:27]N1N=NC2C=CC=NC1=2)=[N+](C)C)C.F[P-](F)(F)(F)(F)F. Product: [CH3:23][O:27][CH2:18][NH:15][C:10]([C:4]1[C:3]([F:2])=[CH:8][C:7]([Br:9])=[CH:6][N:5]=1)=[O:12]. The catalyst class is: 3.